Dataset: Forward reaction prediction with 1.9M reactions from USPTO patents (1976-2016). Task: Predict the product of the given reaction. Given the reactants [OH:1][CH:2]([CH2:22][CH2:23][CH2:24][CH2:25][CH2:26][CH2:27][CH2:28][C:29]([O:31][CH2:32]/[CH:33]=[CH:34]\[CH2:35][CH2:36][CH2:37][CH2:38][CH2:39][CH3:40])=[O:30])[CH2:3][CH2:4][CH2:5][CH2:6][CH2:7][CH2:8][CH2:9][C:10]([O:12][CH2:13]/[CH:14]=[CH:15]\[CH2:16][CH2:17][CH2:18][CH2:19][CH2:20][CH3:21])=[O:11].Cl.CN([CH:45](CC)[C:46](O)=[O:47])C.C[CH2:52][N:53]([CH:57](C)C)[CH:54]([CH3:56])C.CCN=C=NCCCN(C)C, predict the reaction product. The product is: [CH3:57][N:53]([CH3:52])[CH2:54][CH2:56][CH2:45][C:46]([O:1][CH:2]([CH2:3][CH2:4][CH2:5][CH2:6][CH2:7][CH2:8][CH2:9][C:10]([O:12][CH2:13]/[CH:14]=[CH:15]\[CH2:16][CH2:17][CH2:18][CH2:19][CH2:20][CH3:21])=[O:11])[CH2:22][CH2:23][CH2:24][CH2:25][CH2:26][CH2:27][CH2:28][C:29]([O:31][CH2:32]/[CH:33]=[CH:34]\[CH2:35][CH2:36][CH2:37][CH2:38][CH2:39][CH3:40])=[O:30])=[O:47].